The task is: Regression. Given a peptide amino acid sequence and an MHC pseudo amino acid sequence, predict their binding affinity value. This is MHC class II binding data.. This data is from Peptide-MHC class II binding affinity with 134,281 pairs from IEDB. (1) The peptide sequence is DVDLFLTGTPDEYVEQV. The MHC is DRB1_0401 with pseudo-sequence DRB1_0401. The binding affinity (normalized) is 0.512. (2) The peptide sequence is MEYLGHNAAGQWLEF. The MHC is HLA-DQA10601-DQB10402 with pseudo-sequence HLA-DQA10601-DQB10402. The binding affinity (normalized) is 0. (3) The peptide sequence is DVFYNGAYFVSSGKY. The MHC is DRB1_1302 with pseudo-sequence DRB1_1302. The binding affinity (normalized) is 0.755. (4) The peptide sequence is ASPMLYQLLEAVYGN. The MHC is HLA-DPA10201-DPB10101 with pseudo-sequence HLA-DPA10201-DPB10101. The binding affinity (normalized) is 0.646. (5) The peptide sequence is KGSNPNYLALLVKYVNGDGD. The MHC is DRB1_0301 with pseudo-sequence DRB1_0301. The binding affinity (normalized) is 0.0860. (6) The peptide sequence is DYVLLGVAAAVVIGL. The MHC is HLA-DQA10301-DQB10302 with pseudo-sequence HLA-DQA10301-DQB10302. The binding affinity (normalized) is 0.256. (7) The peptide sequence is YSKFLANVSTVLTGK. The MHC is DRB1_0101 with pseudo-sequence DRB1_0101. The binding affinity (normalized) is 1.00. (8) The peptide sequence is AAATAMTTVYGAFAA. The MHC is HLA-DPA10103-DPB10401 with pseudo-sequence HLA-DPA10103-DPB10401. The binding affinity (normalized) is 0.348. (9) The peptide sequence is EKKYFAATQFEPLAE. The MHC is HLA-DPA10201-DPB10501 with pseudo-sequence HLA-DPA10201-DPB10501. The binding affinity (normalized) is 0.919. (10) The peptide sequence is NKYLEEHPSAGKDPK. The MHC is DRB4_0101 with pseudo-sequence DRB4_0103. The binding affinity (normalized) is 0.119.